This data is from Full USPTO retrosynthesis dataset with 1.9M reactions from patents (1976-2016). The task is: Predict the reactants needed to synthesize the given product. Given the product [I:12][C:13]1[CH:19]=[CH:18][C:16]([NH:17][C:3]2[CH:11]=[CH:10][CH:9]=[CH:8][C:4]=2[C:5]([OH:7])=[O:6])=[CH:15][CH:14]=1, predict the reactants needed to synthesize it. The reactants are: [K+].Br[C:3]1[CH:11]=[CH:10][CH:9]=[CH:8][C:4]=1[C:5]([O-:7])=[O:6].[I:12][C:13]1[CH:19]=[CH:18][C:16]([NH2:17])=[CH:15][CH:14]=1.C([O-])([O-])=O.[K+].[K+].